This data is from CYP2C19 inhibition data for predicting drug metabolism from PubChem BioAssay. The task is: Regression/Classification. Given a drug SMILES string, predict its absorption, distribution, metabolism, or excretion properties. Task type varies by dataset: regression for continuous measurements (e.g., permeability, clearance, half-life) or binary classification for categorical outcomes (e.g., BBB penetration, CYP inhibition). Dataset: cyp2c19_veith. (1) The molecule is COc1ccccc1CNc1nc(-c2cccc(C#N)c2)nc2ccccc12. The result is 1 (inhibitor). (2) The molecule is N#CC(C#N)=Cc1cc(O)c(O)c(O)c1. The result is 0 (non-inhibitor).